Predict which catalyst facilitates the given reaction. From a dataset of Catalyst prediction with 721,799 reactions and 888 catalyst types from USPTO. (1) Reactant: [Cl:1][C:2]1[CH:7]=[C:6](/[CH:8]=[CH:9]/[CH:10]([C:15]2[CH:20]=[C:19]([Cl:21])[CH:18]=[C:17]([Cl:22])[CH:16]=2)[C:11]([F:14])([F:13])[F:12])[CH:5]=[CH:4][C:3]=1[CH2:23][NH2:24].CCN(CC)CC.[CH2:32]([N:34]=[C:35]=[O:36])[CH3:33]. Product: [Cl:1][C:2]1[CH:7]=[C:6](/[CH:8]=[CH:9]/[CH:10]([C:15]2[CH:16]=[C:17]([Cl:22])[CH:18]=[C:19]([Cl:21])[CH:20]=2)[C:11]([F:13])([F:14])[F:12])[CH:5]=[CH:4][C:3]=1[CH2:23][NH:24][C:35]([NH:34][CH2:32][CH3:33])=[O:36]. The catalyst class is: 2. (2) Reactant: [O:1]=[C:2]1[CH2:7][CH:6]([C:8]([OH:10])=[O:9])[CH2:5][CH2:4][NH:3]1.[H-].[Na+].Br[CH2:14][C:15]1[CH:20]=[CH:19][C:18]([C:21]([F:24])([F:23])[F:22])=[CH:17][C:16]=1[C:25]([F:28])([F:27])[F:26].O. Product: [F:26][C:25]([F:27])([F:28])[C:16]1[CH:17]=[C:18]([C:21]([F:24])([F:22])[F:23])[CH:19]=[CH:20][C:15]=1[CH2:14][N:3]1[CH2:4][CH2:5][CH:6]([C:8]([OH:10])=[O:9])[CH2:7][C:2]1=[O:1]. The catalyst class is: 7. (3) Reactant: [CH3:1][O:2][CH2:3][C:4]1[O:5][CH:6]=[N:7][N:8]=1.[Li]CCCC.[N:14]#N.CCOCC.[C:21]([C@:28](N)([CH2:31][CH3:32])[CH:29]=[O:30])([O:23][C:24]([CH3:27])([CH3:26])[CH3:25])=[O:22]. Product: [C:21]([C@@H:28]([CH2:31][CH3:32])[C:29]([NH2:14])([C:6]1[O:5][C:4]([CH2:3][O:2][CH3:1])=[N:8][N:7]=1)[OH:30])([O:23][C:24]([CH3:27])([CH3:26])[CH3:25])=[O:22]. The catalyst class is: 1. (4) Reactant: [CH3:1][O:2][C:3]1[CH:4]=[C:5]([C:9](=[O:27])[C:10](=[CH:14][C:15]2[CH:16]=[CH:17][CH:18]=[C:19]3[C:24]=2[O:23][C:22]([CH3:25])=[CH:21][C:20]3=[O:26])[C:11](=O)[CH3:12])[CH:6]=[CH:7][CH:8]=1.[NH2:28]/[C:29](/[CH3:37])=[CH:30]\[C:31]([O:33][CH2:34][CH2:35][CH3:36])=[O:32]. Product: [CH3:1][O:2][C:3]1[CH:4]=[C:5]([CH:6]=[CH:7][CH:8]=1)[C:9]([C:10]1[CH:14]([C:15]2[CH:16]=[CH:17][CH:18]=[C:19]3[C:24]=2[O:23][C:22]([CH3:25])=[CH:21][C:20]3=[O:26])[C:30]([C:31]([O:33][CH2:34][CH2:35][CH3:36])=[O:32])=[C:29]([CH3:37])[NH:28][C:11]=1[CH3:12])=[O:27]. The catalyst class is: 41. (5) Reactant: [Cl:1][C:2]1[CH:7]=[C:6]([N+:8]([O-:10])=[O:9])[C:5]([F:11])=[CH:4][C:3]=1[OH:12].[C:13](=O)([O-])[O-].[K+].[K+].IC.CN(C)C=O. Product: [Cl:1][C:2]1[CH:7]=[C:6]([N+:8]([O-:10])=[O:9])[C:5]([F:11])=[CH:4][C:3]=1[O:12][CH3:13]. The catalyst class is: 27. (6) Reactant: [CH2:1]=[C:2]1[C:14](=[O:15])[C:13]2[C:12]3[C:7](=[CH:8][CH:9]=[CH:10][CH:11]=3)[N:6]([CH2:16][C:17]3[CH:26]=[CH:25][C:20]([C:21]([O:23][CH3:24])=[O:22])=[CH:19][CH:18]=3)[C:5]=2[CH2:4][CH2:3]1.[NH:27]1[CH2:32][CH2:31][O:30][CH2:29][CH2:28]1. Product: [O:30]1[CH2:31][CH2:32][N:27]([CH2:1][CH:2]2[C:14](=[O:15])[C:13]3[C:12]4[C:7](=[CH:8][CH:9]=[CH:10][CH:11]=4)[N:6]([CH2:16][C:17]4[CH:18]=[CH:19][C:20]([C:21]([O:23][CH3:24])=[O:22])=[CH:25][CH:26]=4)[C:5]=3[CH2:4][CH2:3]2)[CH2:28][CH2:29]1. The catalyst class is: 11.